This data is from Forward reaction prediction with 1.9M reactions from USPTO patents (1976-2016). The task is: Predict the product of the given reaction. (1) Given the reactants [Br:1]Br.C1(P(C2C=CC=CC=2)C2C=CC=CC=2)C=CC=CC=1.N1C=CN=C1.[CH3:27][O:28][C:29](=[O:45])[C:30]1[CH:35]=[CH:34][C:33]([O:36][C:37]2[CH:42]=[CH:41][C:40]([CH2:43]O)=[CH:39][CH:38]=2)=[CH:32][CH:31]=1.C(=O)(O)[O-].[Na+], predict the reaction product. The product is: [CH3:27][O:28][C:29](=[O:45])[C:30]1[CH:35]=[CH:34][C:33]([O:36][C:37]2[CH:42]=[CH:41][C:40]([CH2:43][Br:1])=[CH:39][CH:38]=2)=[CH:32][CH:31]=1. (2) Given the reactants Cl.Cl[C:3]1[N:16]2[C:7](=[N:8][C:9]3[C:14]([C:15]2=[O:17])=[C:13]([F:18])[CH:12]=[CH:11][CH:10]=3)[C:6]2[CH:19]=[CH:20][N:21]([S:22]([C:25]3[CH:30]=[CH:29][C:28]([CH3:31])=[CH:27][CH:26]=3)(=[O:24])=[O:23])[C:5]=2[N:4]=1.[CH3:32][N:33]([CH2:35][C:36]([N:38]1[C:47]2[C:42](=[CH:43][C:44]([CH3:49])=[C:45]([NH2:48])[CH:46]=2)[CH2:41][CH2:40][CH2:39]1)=[O:37])[CH3:34].[CH3:50][NH2:51], predict the reaction product. The product is: [CH3:34][N:33]([CH3:32])[CH2:35][C:36]([N:38]1[C:47]2[C:42](=[CH:43][C:44]([CH3:49])=[C:45]([NH:48][C:3]3[N:16]=[C:7]([NH:8][C:9]4[CH:10]=[CH:11][CH:12]=[C:13]([F:18])[C:14]=4[C:15]([NH:51][CH3:50])=[O:17])[C:6]4[CH:19]=[CH:20][N:21]([S:22]([C:25]5[CH:30]=[CH:29][C:28]([CH3:31])=[CH:27][CH:26]=5)(=[O:24])=[O:23])[C:5]=4[N:4]=3)[CH:46]=2)[CH2:41][CH2:40][CH2:39]1)=[O:37]. (3) Given the reactants [Cl:1][C:2]1[C:9]([F:10])=[CH:8][C:5]([CH:6]=O)=[C:4]([F:11])[CH:3]=1.[NH:12]1[CH2:17][CH2:16][O:15][CH2:14][CH2:13]1.C(O[BH-](OC(=O)C)OC(=O)C)(=O)C.[Na+].C([O-])(O)=O.[Na+], predict the reaction product. The product is: [Cl:1][C:2]1[C:9]([F:10])=[CH:8][C:5]([CH2:6][N:12]2[CH2:17][CH2:16][O:15][CH2:14][CH2:13]2)=[C:4]([F:11])[CH:3]=1. (4) Given the reactants [CH2:1]([N:3]1[C:7]2[N:8]=[C:9]([C:18]3[CH:23]=[CH:22][C:21]([NH:24][C:25]([NH:27][C:28]4[CH:36]=[CH:35][C:31]([C:32]([OH:34])=O)=[CH:30][CH:29]=4)=[O:26])=[CH:20][CH:19]=3)[N:10]=[C:11]([N:12]3[CH2:17][CH2:16][O:15][CH2:14][CH2:13]3)[C:6]=2[N:5]=[N:4]1)[CH3:2].[CH3:37][NH:38][CH2:39][CH2:40][N:41]([CH3:43])[CH3:42].CCN(CC)CC.C1C=CC2N(O)N=NC=2C=1.CCN=C=NCCCN(C)C, predict the reaction product. The product is: [CH3:42][N:41]([CH3:43])[CH2:40][CH2:39][N:38]([CH3:37])[C:32](=[O:34])[C:31]1[CH:30]=[CH:29][C:28]([NH:27][C:25](=[O:26])[NH:24][C:21]2[CH:20]=[CH:19][C:18]([C:9]3[N:10]=[C:11]([N:12]4[CH2:17][CH2:16][O:15][CH2:14][CH2:13]4)[C:6]4[N:5]=[N:4][N:3]([CH2:1][CH3:2])[C:7]=4[N:8]=3)=[CH:23][CH:22]=2)=[CH:36][CH:35]=1.